Dataset: Full USPTO retrosynthesis dataset with 1.9M reactions from patents (1976-2016). Task: Predict the reactants needed to synthesize the given product. (1) Given the product [CH3:23][C:20]1[C:19]2[CH:24]=[C:15]([N:10]3[CH2:11][CH2:12][N:8]([C:3]4[CH:4]=[N:5][CH:6]=[CH:7][C:2]=4[CH3:1])[C:9]3=[O:13])[CH:16]=[CH:17][C:18]=2[O:22][CH:21]=1, predict the reactants needed to synthesize it. The reactants are: [CH3:1][C:2]1[CH:7]=[CH:6][N:5]=[CH:4][C:3]=1[N:8]1[CH2:12][CH2:11][NH:10][C:9]1=[O:13].Br[C:15]1[CH:16]=[CH:17][C:18]2[O:22][CH:21]=[C:20]([CH3:23])[C:19]=2[CH:24]=1.N[C@@H]1CCCC[C@H]1N.C(=O)([O-])[O-].[K+].[K+]. (2) Given the product [CH:1]1([C:7]2[C:8]3[CH:26]=[CH:25][C:24]([C:27]([NH:29][C:30]([CH3:34])([CH3:35])[C:31]([NH:40][C:41]4[CH:42]=[CH:43][C:44]([C:45]([O:47][CH3:48])=[O:46])=[CH:49][CH:50]=4)=[O:32])=[O:28])=[CH:23][C:9]=3[N:10]3[C:16]=2[C:15]2[CH:17]=[CH:18][C:19]([O:21][CH3:22])=[CH:20][C:14]=2[O:13][CH2:12][CH2:11]3)[CH2:6][CH2:5][CH2:4][CH2:3][CH2:2]1, predict the reactants needed to synthesize it. The reactants are: [CH:1]1([C:7]2[C:8]3[CH:26]=[CH:25][C:24]([C:27]([NH:29][C:30]([CH3:35])([CH3:34])[C:31](O)=[O:32])=[O:28])=[CH:23][C:9]=3[N:10]3[C:16]=2[C:15]2[CH:17]=[CH:18][C:19]([O:21][CH3:22])=[CH:20][C:14]=2[O:13][CH2:12][CH2:11]3)[CH2:6][CH2:5][CH2:4][CH2:3][CH2:2]1.S(Cl)(Cl)=O.[NH2:40][C:41]1[CH:50]=[CH:49][C:44]([C:45]([O:47][CH3:48])=[O:46])=[CH:43][CH:42]=1.C(=O)([O-])O.[Na+]. (3) Given the product [CH2:10]([O:9][C:7]([N:36]1[C@H:31]([C:25]2[CH:24]=[C:23]([F:22])[C:28]([F:29])=[C:27]([F:30])[CH:26]=2)[CH2:32][O:33][CH2:34][C@@H:35]1[C@H:37]([OH:39])[CH3:38])=[O:8])[C:11]1[CH:16]=[CH:15][CH:14]=[CH:13][CH:12]=1, predict the reactants needed to synthesize it. The reactants are: C(=O)(O)[O-].[Na+].Cl[C:7]([O:9][CH2:10][C:11]1[CH:16]=[CH:15][CH:14]=[CH:13][CH:12]=1)=[O:8].O1CCCC1.[F:22][C:23]1[CH:24]=[C:25]([C@H:31]2[NH:36][C@@H:35]([C@H:37]([OH:39])[CH3:38])[CH2:34][O:33][CH2:32]2)[CH:26]=[C:27]([F:30])[C:28]=1[F:29]. (4) Given the product [Cl:13][CH2:14][CH2:15][CH2:16][CH2:17][N:1]1[CH2:6][CH2:5][CH2:4][CH2:3][CH2:2]1, predict the reactants needed to synthesize it. The reactants are: [NH:1]1[CH2:6][CH2:5][CH2:4][CH2:3][CH2:2]1.C(=O)([O-])[O-].[K+].[K+].[Cl:13][CH2:14][CH2:15][CH2:16][CH2:17]Br. (5) Given the product [C:18]([CH2:17][C@H:16]([NH:23][C:24](=[O:30])[CH2:25][CH2:26][C:27]([OH:29])=[O:28])[CH2:15][C:12]1[CH:13]=[CH:14][C:9]([C:3]2[CH:2]=[CH:7][CH:6]=[C:5]([Cl:8])[CH:4]=2)=[CH:10][CH:11]=1)([OH:20])=[O:19], predict the reactants needed to synthesize it. The reactants are: Cl[C:2]1[CH:7]=[CH:6][C:5]([Cl:8])=[CH:4][C:3]=1[C:9]1[CH:14]=[CH:13][C:12]([CH2:15][C@@H:16]([NH:23][C:24](=[O:30])[CH2:25][CH2:26][C:27]([OH:29])=[O:28])[CH2:17][C:18]([O:20]CC)=[O:19])=[CH:11][CH:10]=1.[OH-].[Na+]. (6) Given the product [I:1][C:11]1[CH:10]=[CH:9][C:21]2[NH:20][C:19]3[C:14]([C:13]=2[CH:12]=1)=[CH:15][CH:16]=[CH:17][CH:18]=3, predict the reactants needed to synthesize it. The reactants are: [I:1]N1C(=O)CCC1=O.[CH:9]1[C:21]2[NH:20][C:19]3[C:14](=[CH:15][CH:16]=[CH:17][CH:18]=3)[C:13]=2[CH:12]=[CH:11][CH:10]=1.O.